This data is from Reaction yield outcomes from USPTO patents with 853,638 reactions. The task is: Predict the reaction yield, written as a fraction of the theoretical maximum amount of product (1.0 means a 100% yield; for example, 0.34 means a 34% yield). (1) The reactants are [OH:1][N:2]=[C:3]([C:10]1[C:14]([CH3:15])=[N:13][S:12][N:11]=1)[C:4]1[CH:9]=[CH:8][CH:7]=[CH:6][CH:5]=1.Br[CH2:17][C:18]1[N:23]=[C:22]([N:24]2[C:32](=[O:33])[C:31]3[C:26](=[CH:27][CH:28]=[CH:29][CH:30]=3)[C:25]2=[O:34])[CH:21]=[CH:20][CH:19]=1.C(=O)([O-])[O-].[Cs+].[Cs+].[I-].[K+]. The catalyst is C(#N)C.O. The product is [CH3:15][C:14]1[C:10](/[C:3](=[N:2]\[O:1][CH2:17][C:18]2[N:23]=[C:22]([N:24]3[C:25](=[O:34])[C:26]4[C:31](=[CH:30][CH:29]=[CH:28][CH:27]=4)[C:32]3=[O:33])[CH:21]=[CH:20][CH:19]=2)/[C:4]2[CH:5]=[CH:6][CH:7]=[CH:8][CH:9]=2)=[N:11][S:12][N:13]=1. The yield is 0.820. (2) The reactants are [N:1]([O-])=O.[Na+].[F:5][C:6]1[CH:12]=[C:11]([O:13][C:14]([F:17])([F:16])[F:15])[CH:10]=[CH:9][C:7]=1[NH2:8].Cl.[CH3:19][O:20][CH2:21][C:22](=[O:28])[CH2:23][C:24]([O:26][CH3:27])=[O:25].C([O-])(=O)C.[Na+]. The catalyst is O.CO. The product is [F:5][C:6]1[CH:12]=[C:11]([O:13][C:14]([F:15])([F:16])[F:17])[CH:10]=[CH:9][C:7]=1[NH:8][N:1]=[C:23]([C:22](=[O:28])[CH2:21][O:20][CH3:19])[C:24]([O:26][CH3:27])=[O:25]. The yield is 0.580. (3) The reactants are [F:1][C:2]1[CH:23]=[CH:22][CH:21]=[CH:20][C:3]=1[CH2:4][O:5][C:6]1[CH:11]=[CH:10][C:9]([C@@H:12]2[NH:16][C@H:15]([C:17]([NH2:19])=[O:18])[CH2:14][CH2:13]2)=[CH:8][CH:7]=1.[ClH:24].O1CCOCC1. The catalyst is C(OCC)(=O)C.CO. The product is [ClH:24].[F:1][C:2]1[CH:23]=[CH:22][CH:21]=[CH:20][C:3]=1[CH2:4][O:5][C:6]1[CH:7]=[CH:8][C:9]([C@@H:12]2[NH:16][C@H:15]([C:17]([NH2:19])=[O:18])[CH2:14][CH2:13]2)=[CH:10][CH:11]=1. The yield is 0.930.